This data is from Full USPTO retrosynthesis dataset with 1.9M reactions from patents (1976-2016). The task is: Predict the reactants needed to synthesize the given product. (1) Given the product [C:1]([C:5]1[N:6]=[C:7]([C:15]2[C:23]3[C:18](=[N:19][CH:20]=[C:21]([Cl:24])[CH:22]=3)[NH:17][CH:16]=2)[N:8]=[C:9]([NH:25][C@H:26]2[CH2:31][CH2:30][CH2:29][CH2:28][C@@H:27]2[C:32]([OH:34])=[O:33])[C:10]=1[F:11])([CH3:4])([CH3:3])[CH3:2], predict the reactants needed to synthesize it. The reactants are: [C:1]([C:5]1[C:10]([F:11])=[C:9](S(C)=O)[N:8]=[C:7]([C:15]2[C:23]3[C:18](=[N:19][CH:20]=[C:21]([Cl:24])[CH:22]=3)[NH:17][CH:16]=2)[N:6]=1)([CH3:4])([CH3:3])[CH3:2].[NH2:25][C@H:26]1[CH2:31][CH2:30][CH2:29][CH2:28][C@@H:27]1[C:32]([OH:34])=[O:33].C([O-])([O-])=O.[Na+].[Na+].CCN(C(C)C)C(C)C.Cl. (2) Given the product [F:1][CH:2]([F:14])[O:3][CH2:4][CH:5]1[CH2:6][CH:7]([C:9]([OH:11])=[O:10])[CH2:8]1, predict the reactants needed to synthesize it. The reactants are: [F:1][CH:2]([F:14])[O:3][CH2:4][CH:5]1[CH2:8][CH:7]([C:9]([O:11]CC)=[O:10])[CH2:6]1.[OH-].[Na+].